This data is from Full USPTO retrosynthesis dataset with 1.9M reactions from patents (1976-2016). The task is: Predict the reactants needed to synthesize the given product. (1) The reactants are: [CH3:1][O:2][C:3](=[O:33])[C@H:4]([CH2:18][C:19]1[CH:24]=[CH:23][C:22]([C:25]2[CH:30]=[CH:29][CH:28]=[CH:27][C:26]=2[O:31][CH3:32])=[CH:21][CH:20]=1)[NH:5][C:6](=[O:17])[C:7]1[CH:12]=[CH:11][C:10]([N+:13]([O-])=O)=[CH:9][C:8]=1[Cl:16]. Given the product [CH3:1][O:2][C:3](=[O:33])[C@H:4]([CH2:18][C:19]1[CH:24]=[CH:23][C:22]([C:25]2[CH:30]=[CH:29][CH:28]=[CH:27][C:26]=2[O:31][CH3:32])=[CH:21][CH:20]=1)[NH:5][C:6](=[O:17])[C:7]1[CH:12]=[CH:11][C:10]([NH2:13])=[CH:9][C:8]=1[Cl:16], predict the reactants needed to synthesize it. (2) The reactants are: [CH2:1]([C:5]1[CH:10]=[CH:9][C:8]([C:11]2[O:15][N:14]=[C:13]([C:16]3[N:17]=[CH:18][C:19]([CH:22]=O)=[N:20][CH:21]=3)[N:12]=2)=[CH:7][CH:6]=1)[CH:2]([CH3:4])[CH3:3].[CH2:24]([O:26][C:27]([C@H:29]1[CH2:32][C@@H:31]([NH2:33])[CH2:30]1)=[O:28])[CH3:25].C(O[BH-](OC(=O)C)OC(=O)C)(=O)C.[Na+].ClC(Cl)C. Given the product [CH2:24]([O:26][C:27]([CH:29]1[CH2:32][CH:31]([NH:33][CH2:22][C:19]2[CH:18]=[N:17][C:16]([C:13]3[N:12]=[C:11]([C:8]4[CH:9]=[CH:10][C:5]([CH2:1][CH:2]([CH3:4])[CH3:3])=[CH:6][CH:7]=4)[O:15][N:14]=3)=[CH:21][N:20]=2)[CH2:30]1)=[O:28])[CH3:25], predict the reactants needed to synthesize it.